Dataset: Full USPTO retrosynthesis dataset with 1.9M reactions from patents (1976-2016). Task: Predict the reactants needed to synthesize the given product. (1) Given the product [C:1]([O:5][C:6](=[O:7])[NH:8][C@H:9]([CH2:29][C:30]1[CH:35]=[C:34]([F:36])[C:33]([F:37])=[CH:32][C:31]=1[F:38])[CH2:10][C:11](=[O:12])[N:13]1[CH2:18][CH2:17][N:16]2[C:19]([C:25]([F:27])([F:28])[F:26])=[N:20][C:21]([C:22]([N:41]3[CH2:42][CH2:43][S:39][CH2:40]3)=[O:23])=[C:15]2[CH2:14]1)([CH3:4])([CH3:3])[CH3:2], predict the reactants needed to synthesize it. The reactants are: [C:1]([O:5][C:6]([NH:8][C@H:9]([CH2:29][C:30]1[CH:35]=[C:34]([F:36])[C:33]([F:37])=[CH:32][C:31]=1[F:38])[CH2:10][C:11]([N:13]1[CH2:18][CH2:17][N:16]2[C:19]([C:25]([F:28])([F:27])[F:26])=[N:20][C:21]([C:22](O)=[O:23])=[C:15]2[CH2:14]1)=[O:12])=[O:7])([CH3:4])([CH3:3])[CH3:2].[S:39]1[CH2:43][CH2:42][NH:41][CH2:40]1.C(N(CC)CC)C.O=C1N(P(Cl)(N2CCOC2=O)=O)CCO1. (2) Given the product [F:1][C:2]1[CH:7]=[CH:6][C:5]([C:8]2[C:9]([C:11]3[CH:16]=[CH:15][N:14]=[CH:13][CH:12]=3)=[N:21][CH2:20][CH2:19][N:18]=2)=[CH:4][CH:3]=1, predict the reactants needed to synthesize it. The reactants are: [F:1][C:2]1[CH:7]=[CH:6][C:5]([C:8](=O)[C:9]([C:11]2[CH:16]=[CH:15][N:14]=[CH:13][CH:12]=2)=O)=[CH:4][CH:3]=1.[NH2:18][CH2:19][CH2:20][NH2:21]. (3) Given the product [NH2:18][C:16]1[S:17][C:2]([C:9](=[O:14])[C:10]([CH3:13])([CH3:12])[CH3:11])=[C:3]([C:4]([CH3:7])([CH3:6])[CH3:5])[N:15]=1, predict the reactants needed to synthesize it. The reactants are: Br[CH:2]([C:9](=[O:14])[C:10]([CH3:13])([CH3:12])[CH3:11])[C:3](=O)[C:4]([CH3:7])([CH3:6])[CH3:5].[NH2:15][C:16]([NH2:18])=[S:17].C(=O)([O-])O.[Na+].